Dataset: Reaction yield outcomes from USPTO patents with 853,638 reactions. Task: Predict the reaction yield, written as a fraction of the theoretical maximum amount of product (1.0 means a 100% yield; for example, 0.34 means a 34% yield). (1) The reactants are [Cl:1][C:2]1[C:3]([N:9]2[CH2:14][CH2:13][N:12]([CH2:15][CH2:16][CH2:17][N:18]3[C:26]4[CH2:25][CH2:24][N:23]([S:27]([CH3:30])(=[O:29])=[O:28])[CH2:22][C:21]=4[C:20]([C:31]4[CH:36]=[CH:35][C:34]([C:37]([F:40])([F:39])[F:38])=[CH:33][CH:32]=4)=[N:19]3)[CH2:11][CH2:10]2)=[C:4]([NH2:8])[CH:5]=[CH:6][CH:7]=1.C[Si]([N:45]=[C:46]=[O:47])(C)C.CO.[CH2:50](Cl)Cl. The catalyst is C(Cl)Cl. The product is [Cl:1][C:2]1[C:3]([N:9]2[CH2:14][CH2:13][N:12]([CH2:15][CH2:16][CH2:17][N:18]3[C:26]4[CH2:25][CH2:24][N:23]([S:27]([CH3:30])(=[O:28])=[O:29])[CH2:22][C:21]=4[C:20]([C:31]4[CH:32]=[CH:33][C:34]([C:37]([F:38])([F:39])[F:40])=[CH:35][CH:36]=4)=[N:19]3)[CH2:11][CH2:10]2)=[C:4]([NH:8][C:46]([NH:45][CH3:50])=[O:47])[CH:5]=[CH:6][CH:7]=1. The yield is 0.220. (2) The reactants are [Br:1][C:2]1[CH:10]=[C:9]2[C:5]([C:6](=O)[C:7](=[O:11])[NH:8]2)=[CH:4][CH:3]=1.[NH2:13][C:14]1[CH:22]=[C:21]2[C:17]([CH:18]=[N:19][NH:20]2)=[CH:16][CH:15]=1. No catalyst specified. The product is [NH:20]1[C:21]2[C:17](=[CH:16][CH:15]=[C:14]([N:13]=[C:6]3[C:5]4[C:9](=[CH:10][C:2]([Br:1])=[CH:3][CH:4]=4)[NH:8][C:7]3=[O:11])[CH:22]=2)[CH:18]=[N:19]1. The yield is 0.480. (3) The reactants are [N:1]([C@H:4]1[C:12]2[C:7](=[CH:8][C:9]([Br:13])=[CH:10][CH:11]=2)[CH2:6][CH2:5]1)=[N+]=[N-].O.O.Cl[Sn]Cl. The catalyst is CO. The product is [Br:13][C:9]1[CH:8]=[C:7]2[C:12](=[CH:11][CH:10]=1)[C@H:4]([NH2:1])[CH2:5][CH2:6]2. The yield is 0.640. (4) The reactants are CN1C(C2C=NC3C4C=CC(C(OC)=O)=CC=4NC=3C=2)=C(C)N=N1.Br[C:26]1[CH:38]=[N:37][C:36]2[C:35]3[CH:34]=[CH:33][C:32]([S:39]([CH3:42])(=[O:41])=[O:40])=[CH:31][C:30]=3[N:29]([C@@H:43]([CH:50]3[CH2:55][CH2:54][O:53][CH2:52][CH2:51]3)[C:44]3[CH:49]=[CH:48][CH:47]=[CH:46][CH:45]=3)[C:28]=2[CH:27]=1.[Si]([O:63][CH2:64][C:65]1[N:66]=[N:67][N:68]([CH2:83][Si](C)(C)C)[C:69]=1[Sn](CCCC)(CCCC)CCCC)(C(C)(C)C)(C)C.CCCC[N+](CCCC)(CCCC)CCCC.[F-].C1COCC1. No catalyst specified. The product is [CH3:42][S:39]([C:32]1[CH:33]=[CH:34][C:35]2[C:36]3[N:37]=[CH:38][C:26]([C:69]4[N:68]([CH3:83])[N:67]=[N:66][C:65]=4[CH2:64][OH:63])=[CH:27][C:28]=3[N:29]([C@@H:43]([CH:50]3[CH2:55][CH2:54][O:53][CH2:52][CH2:51]3)[C:44]3[CH:45]=[CH:46][CH:47]=[CH:48][CH:49]=3)[C:30]=2[CH:31]=1)(=[O:41])=[O:40]. The yield is 0.990. (5) The reactants are [C:1](Cl)(=[O:6])[C:2]([CH3:5])([CH3:4])[CH3:3].Cl.[CH2:9]([O:11][C:12]([C:14]1[N:15]([CH2:36][C:37]2[CH:42]=[CH:41][CH:40]=[C:39]([O:43][C:44]([F:47])([F:46])[F:45])[CH:38]=2)[C:16]2[C:21]([C:22]=1[C:23]1[CH:28]=[CH:27][CH:26]=[CH:25][CH:24]=1)=[CH:20][CH:19]=[C:18]([C:29]1[CH:34]=[CH:33][CH:32]=[C:31]([NH2:35])[CH:30]=1)[CH:17]=2)=[O:13])[CH3:10].CCN(CC)CC. The catalyst is CN(C1C=CN=CC=1)C.C(Cl)Cl. The product is [CH2:9]([O:11][C:12]([C:14]1[N:15]([CH2:36][C:37]2[CH:42]=[CH:41][CH:40]=[C:39]([O:43][C:44]([F:47])([F:45])[F:46])[CH:38]=2)[C:16]2[C:21]([C:22]=1[C:23]1[CH:24]=[CH:25][CH:26]=[CH:27][CH:28]=1)=[CH:20][CH:19]=[C:18]([C:29]1[CH:34]=[CH:33][CH:32]=[C:31]([NH:35][C:1](=[O:6])[C:2]([CH3:5])([CH3:4])[CH3:3])[CH:30]=1)[CH:17]=2)=[O:13])[CH3:10]. The yield is 0.740. (6) The reactants are [C:1]([N:9]1[CH2:14][CH2:13][C:12]([CH2:16][NH2:17])([F:15])[CH2:11][CH2:10]1)(=[O:8])[C:2]1[CH:7]=[CH:6][CH:5]=[CH:4][CH:3]=1.[C:18](O[C:18]([O:20][C:21]([CH3:24])([CH3:23])[CH3:22])=[O:19])([O:20][C:21]([CH3:24])([CH3:23])[CH3:22])=[O:19]. The catalyst is CO. The product is [C:1]([N:9]1[CH2:10][CH2:11][C:12]([CH2:16][NH:17][C:18]([O:20][C:21]([CH3:24])([CH3:23])[CH3:22])=[O:19])([F:15])[CH2:13][CH2:14]1)(=[O:8])[C:2]1[CH:7]=[CH:6][CH:5]=[CH:4][CH:3]=1. The yield is 0.890. (7) The reactants are [N:1]1[C:10]2[C:5](=[CH:6][C:7]([NH2:11])=[CH:8][CH:9]=2)[N:4]=[CH:3][CH:2]=1.[C:12](OC(=O)C)(=[O:14])[CH3:13]. No catalyst specified. The product is [N:1]1[C:10]2[C:5](=[CH:6][C:7]([NH:11][C:12](=[O:14])[CH3:13])=[CH:8][CH:9]=2)[N:4]=[CH:3][CH:2]=1. The yield is 0.470.